This data is from Reaction yield outcomes from USPTO patents with 853,638 reactions. The task is: Predict the reaction yield, written as a fraction of the theoretical maximum amount of product (1.0 means a 100% yield; for example, 0.34 means a 34% yield). (1) The reactants are [Cl:1][C:2]1[CH:3]=[C:4]([CH:26]=[CH:27][C:28]=1[Cl:29])[C:5]([NH:7][NH:8][C:9](=[O:25])[C@H:10]([NH:14][C:15]1[CH:20]=[CH:19][C:18]([C:21]#[N:22])=[C:17]([Cl:23])[C:16]=1[CH3:24])[C@@H:11]([OH:13])[CH3:12])=O.C(NP1(N(CC)CC)N(C)CCCN1C)(C)(C)C. The catalyst is C1COCC1. The product is [Cl:23][C:17]1[C:16]([CH3:24])=[C:15]([NH:14][C@@H:10]([C:9]2[O:25][C:5]([C:4]3[CH:26]=[CH:27][C:28]([Cl:29])=[C:2]([Cl:1])[CH:3]=3)=[N:7][N:8]=2)[C@@H:11]([OH:13])[CH3:12])[CH:20]=[CH:19][C:18]=1[C:21]#[N:22]. The yield is 0.250. (2) The reactants are C([O:3][C:4]([C:6]1[CH:10]=[C:9]([CH3:11])[N:8]([CH:12]([C:14]2[CH:19]=[C:18]([Cl:20])[CH:17]=[CH:16][C:15]=2[O:21][CH2:22][C:23]2[CH:28]=[CH:27][C:26]([F:29])=[CH:25][C:24]=2[Cl:30])[CH3:13])[N:7]=1)=[O:5])C.[OH-].[Na+].C(O)(=O)C. The catalyst is C(O)C.O. The product is [Cl:20][C:18]1[CH:17]=[CH:16][C:15]([O:21][CH2:22][C:23]2[CH:28]=[CH:27][C:26]([F:29])=[CH:25][C:24]=2[Cl:30])=[C:14]([CH:12]([N:8]2[C:9]([CH3:11])=[CH:10][C:6]([C:4]([OH:5])=[O:3])=[N:7]2)[CH3:13])[CH:19]=1. The yield is 0.990. (3) The reactants are Cl[C:2]1[N:7]=[C:6]([NH:8][C@H:9]([C:13]2[CH:14]=[N:15][CH:16]=[CH:17][CH:18]=2)[CH2:10][CH2:11][CH3:12])[C:5]([CH3:19])=[CH:4][N:3]=1.[C:20](=[O:23])([O-])[O-].[Na+].[Na+].[C:26]([O:29][CH2:30][CH3:31])(=O)C. The catalyst is C(O)CC.C1(C)C=CC=CC=1.C1C=CC([P]([Pd]([P](C2C=CC=CC=2)(C2C=CC=CC=2)C2C=CC=CC=2)([P](C2C=CC=CC=2)(C2C=CC=CC=2)C2C=CC=CC=2)[P](C2C=CC=CC=2)(C2C=CC=CC=2)C2C=CC=CC=2)(C2C=CC=CC=2)C2C=CC=CC=2)=CC=1. The product is [CH2:4]([NH:3][C:20]([NH:8][C:9]1[CH:10]=[CH:11][C:12]([C:2]2[N:7]=[C:6]([NH:8][C@H:9]([C:13]3[CH:14]=[N:15][CH:16]=[CH:17][CH:18]=3)[CH2:10][CH2:11][CH3:12])[C:5]([CH3:19])=[CH:4][N:3]=2)=[CH:31][C:30]=1[O:29][CH3:26])=[O:23])[CH3:5]. The yield is 0.570. (4) The reactants are [C:1]1([N:7]2[C:11]3[C:12]4[C:17]([S:18](=[O:21])(=[O:20])[CH2:19][C:10]=3[C:9]([C:23]([O:25][CH2:26][CH3:27])=[O:24])=[N:8]2)=[CH:16][CH:15]=[N+:14]([O-])[CH:13]=4)[CH:6]=[CH:5][CH:4]=[CH:3][CH:2]=1. The catalyst is C(O)(=O)C.[Fe]. The product is [C:1]1([N:7]2[C:11]3[C:12]4[C:17]([S:18](=[O:20])(=[O:21])[CH2:19][C:10]=3[C:9]([C:23]([O:25][CH2:26][CH3:27])=[O:24])=[N:8]2)=[CH:16][CH:15]=[N:14][CH:13]=4)[CH:2]=[CH:3][CH:4]=[CH:5][CH:6]=1. The yield is 0.830.